Dataset: Catalyst prediction with 721,799 reactions and 888 catalyst types from USPTO. Task: Predict which catalyst facilitates the given reaction. (1) Reactant: [CH3:1][C:2]([NH:4][C:5]1[CH:10]=[CH:9][C:8]([F:11])=[CH:7][C:6]=1[N+:12]([O-])=O)=[O:3].[CH:15]([Mg]Br)=[CH2:16]. Product: [F:11][C:8]1[CH:9]=[CH:10][C:5]([NH:4][C:2](=[O:3])[CH3:1])=[C:6]2[C:7]=1[CH:15]=[CH:16][NH:12]2. The catalyst class is: 1. (2) Reactant: [CH2:1]1[O:3][C@@H:2]1[CH2:4][OH:5].C(N(CC)CC)C.[N+:13]([C:16]1[CH:17]=[C:18]([S:22](Cl)(=[O:24])=[O:23])[CH:19]=[CH:20][CH:21]=1)([O-:15])=[O:14]. Product: [O:3]1[CH2:1][CH:2]1[CH2:4][O:5][S:22]([C:18]1[CH:19]=[CH:20][CH:21]=[C:16]([N+:13]([O-:15])=[O:14])[CH:17]=1)(=[O:23])=[O:24]. The catalyst class is: 2. (3) Reactant: [Br:1][C:2]1[CH:3]=[C:4]([NH:10][C:11]2[CH:16]=[CH:15][C:14]([N:17]3[CH2:22][CH2:21][NH:20][CH2:19][C:18]3([CH3:24])[CH3:23])=[CH:13][N:12]=2)[C:5](=[O:9])[N:6]([CH3:8])[CH:7]=1.[O:25]1[CH2:28][C:27](=O)[CH2:26]1.[BH3-]C#N.[Na+]. Product: [Br:1][C:2]1[CH:3]=[C:4]([NH:10][C:11]2[CH:16]=[CH:15][C:14]([N:17]3[CH2:22][CH2:21][N:20]([CH:27]4[CH2:28][O:25][CH2:26]4)[CH2:19][C:18]3([CH3:24])[CH3:23])=[CH:13][N:12]=2)[C:5](=[O:9])[N:6]([CH3:8])[CH:7]=1. The catalyst class is: 466. (4) Reactant: ICI.[CH2:4]([N:11]([C@@H:29]([C:31]1[CH:36]=[CH:35][CH:34]=[CH:33][CH:32]=1)[CH3:30])[C@@H:12]1[C@H:17]([N:18]2[C:26](=[O:27])[C:25]3[C:20](=[CH:21][CH:22]=[CH:23][CH:24]=3)[C:19]2=[O:28])[CH2:16][CH:15]=[CH:14][CH2:13]1)[C:5]1[CH:10]=[CH:9][CH:8]=[CH:7][CH:6]=1.[CH2:37]([Zn]CC)C.C(=O)([O-])O.[Na+]. The catalyst class is: 100. Product: [CH2:4]([N:11]([C@@H:29]([C:31]1[CH:36]=[CH:35][CH:34]=[CH:33][CH:32]=1)[CH3:30])[C@H:12]1[CH2:13][CH:14]2[CH:15]([CH2:37]2)[CH2:16][C@H:17]1[N:18]1[C:19](=[O:28])[C:20]2[C:25](=[CH:24][CH:23]=[CH:22][CH:21]=2)[C:26]1=[O:27])[C:5]1[CH:10]=[CH:9][CH:8]=[CH:7][CH:6]=1. (5) Reactant: [Cl:1][C:2]1[CH:7]=[CH:6][CH:5]=[C:4]([Cl:8])[C:3]=1[N:9]1[CH:13]=[CH:12][CH:11]=[C:10]1[CH:14]=[O:15].[Br:16]N1C(=O)CCC1=O.O. Product: [Br:16][C:12]1[CH:11]=[C:10]([CH:14]=[O:15])[N:9]([C:3]2[C:4]([Cl:8])=[CH:5][CH:6]=[CH:7][C:2]=2[Cl:1])[CH:13]=1. The catalyst class is: 9.